Dataset: Forward reaction prediction with 1.9M reactions from USPTO patents (1976-2016). Task: Predict the product of the given reaction. Given the reactants [Cl:1][C:2]1[N:11]=[C:10](Cl)[C:9]2[C:4](=[CH:5][CH:6]=[C:7]([CH3:13])[CH:8]=2)[N:3]=1.[CH3:14][NH:15][CH3:16], predict the reaction product. The product is: [Cl:1][C:2]1[N:11]=[C:10]([N:15]([CH3:16])[CH3:14])[C:9]2[C:4](=[CH:5][CH:6]=[C:7]([CH3:13])[CH:8]=2)[N:3]=1.